From a dataset of Forward reaction prediction with 1.9M reactions from USPTO patents (1976-2016). Predict the product of the given reaction. (1) Given the reactants [C:1]1([S:7][CH2:8][CH2:9][N:10]([CH2:23][C:24]([F:27])([F:26])[F:25])[C:11]2[CH:18]=[CH:17][C:14]([C:15]#[N:16])=[C:13]([C:19]([F:22])([F:21])[F:20])[CH:12]=2)[CH:6]=[CH:5][CH:4]=[CH:3][CH:2]=1.C[OH:29], predict the reaction product. The product is: [C:1]1([S:7]([CH2:8][CH2:9][N:10]([CH2:23][C:24]([F:27])([F:25])[F:26])[C:11]2[CH:18]=[CH:17][C:14]([C:15]#[N:16])=[C:13]([C:19]([F:20])([F:21])[F:22])[CH:12]=2)=[O:29])[CH:2]=[CH:3][CH:4]=[CH:5][CH:6]=1. (2) Given the reactants [OH-].[Na+].[Cl:3][C:4]1[CH:5]=[C:6]([C:11](=[O:13])[CH3:12])[CH:7]=[CH:8][C:9]=1[Cl:10].[OH:14][C:15]1[CH:16]=[C:17]([CH:20]=[CH:21][C:22]=1[N+:23]([O-:25])=[O:24])[CH:18]=[O:19].Cl, predict the reaction product. The product is: [Cl:3][C:4]1[CH:5]=[C:6]([C:11](=[O:13])[CH2:12][CH:18]([OH:19])[C:17]2[CH:20]=[CH:21][C:22]([N+:23]([O-:25])=[O:24])=[C:15]([OH:14])[CH:16]=2)[CH:7]=[CH:8][C:9]=1[Cl:10].